This data is from Reaction yield outcomes from USPTO patents with 853,638 reactions. The task is: Predict the reaction yield, written as a fraction of the theoretical maximum amount of product (1.0 means a 100% yield; for example, 0.34 means a 34% yield). (1) The reactants are [F:1][C:2]1[CH:3]=[C:4]([N:8]2[CH:12]=[C:11]([NH:13][C:14](=[O:18])[CH:15]([CH3:17])[CH3:16])[C:10]([CH2:19]O)=[N:9]2)[CH:5]=[N:6][CH:7]=1.S(Cl)([Cl:23])=O.C(=O)(O)[O-].[Na+]. The catalyst is ClCCl. The product is [Cl:23][CH2:19][C:10]1[C:11]([NH:13][C:14](=[O:18])[CH:15]([CH3:17])[CH3:16])=[CH:12][N:8]([C:4]2[CH:5]=[N:6][CH:7]=[C:2]([F:1])[CH:3]=2)[N:9]=1. The yield is 0.940. (2) The reactants are [Cl:1][C:2]1[N:10]=[C:9]2[C:5]([N:6]=[CH:7][NH:8]2)=[C:4]([N:11]2[CH:16]3[CH2:17][CH2:18][CH:12]2[CH2:13][O:14][CH2:15]3)[N:3]=1.CI.[C:21]([O-])([O-])=O.[K+].[K+]. The catalyst is C1COCC1. The product is [Cl:1][C:2]1[N:10]=[C:9]2[C:5]([N:6]=[CH:7][N:8]2[CH3:21])=[C:4]([N:11]2[CH:12]3[CH2:18][CH2:17][CH:16]2[CH2:15][O:14][CH2:13]3)[N:3]=1. The yield is 0.980. (3) The reactants are C([O:4][C:5]1[CH:10]=[C:9]([CH2:11][CH:12]([CH3:14])[CH3:13])[N:8]([CH3:15])[C:7](=[O:16])[C:6]=1[C:17]1[CH:22]=[CH:21][CH:20]=[CH:19][CH:18]=1)(=O)C.C[O-].[Na+]. The catalyst is CO.CCOC(C)=O. The product is [OH:4][C:5]1[CH:10]=[C:9]([CH2:11][CH:12]([CH3:14])[CH3:13])[N:8]([CH3:15])[C:7](=[O:16])[C:6]=1[C:17]1[CH:18]=[CH:19][CH:20]=[CH:21][CH:22]=1. The yield is 0.460. (4) The reactants are Cl.C1(CC2C=CC(CN)=CC=2)CCCCC1.[CH:17]1([CH:23]([O:32]S(C)(=O)=O)[C:24]2[CH:31]=[CH:30][C:27]([C:28]#[N:29])=[CH:26][CH:25]=2)[CH2:22][CH2:21][CH2:20][CH2:19][CH2:18]1.[H-].[Al+3].[Li+].[H-].[H-].[H-].[OH-].[Na+]. The catalyst is C(OCC)C.O. The product is [CH:17]1([CH:23]([OH:32])[C:24]2[CH:25]=[CH:26][C:27]([C:28]#[N:29])=[CH:30][CH:31]=2)[CH2:18][CH2:19][CH2:20][CH2:21][CH2:22]1. The yield is 0.440. (5) The reactants are [Cl:1][C:2]1[CH:8]=[CH:7][C:6]([O:9][C:10]2[CH:15]=[CH:14][C:13]([N+:16]([O-:18])=[O:17])=[CH:12][N:11]=2)=[CH:5][C:3]=1[NH2:4].[F:19][C:20]([F:31])([F:30])[C:21](O[C:21](=[O:22])[C:20]([F:31])([F:30])[F:19])=[O:22]. The catalyst is O1CCCC1. The product is [Cl:1][C:2]1[CH:8]=[CH:7][C:6]([O:9][C:10]2[CH:15]=[CH:14][C:13]([N+:16]([O-:18])=[O:17])=[CH:12][N:11]=2)=[CH:5][C:3]=1[NH:4][C:21](=[O:22])[C:20]([F:31])([F:30])[F:19]. The yield is 0.870. (6) The reactants are [F:1][C:2]1[CH:10]=[CH:9][CH:8]=[CH:7][C:3]=1/[CH:4]=[N:5]\[OH:6].[Cl:11]N1C(=O)CCC1=O. The catalyst is CN(C=O)C. The product is [OH:6]/[N:5]=[C:4](\[Cl:11])/[C:3]1[CH:7]=[CH:8][CH:9]=[CH:10][C:2]=1[F:1]. The yield is 0.910. (7) The reactants are [CH3:1][O:2][C:3]1[CH:14]=[C:13]([N+:15]([O-])=O)[CH:12]=[CH:11][C:4]=1[O:5][CH2:6][C:7]([CH3:10])([OH:9])[CH3:8]. The catalyst is C1COCC1.CCO.[Pd]. The product is [NH2:15][C:13]1[CH:12]=[CH:11][C:4]([O:5][CH2:6][C:7]([CH3:10])([OH:9])[CH3:8])=[C:3]([O:2][CH3:1])[CH:14]=1. The yield is 1.00. (8) The reactants are C([O:3][C:4](OCC)([C:7]1[CH:12]=[CH:11][N:10]=[CH:9][CH:8]=1)[CH2:5][NH2:6])C.Cl. No catalyst specified. The product is [NH2:6][CH2:5][C:4]([C:7]1[CH:12]=[CH:11][N:10]=[CH:9][CH:8]=1)=[O:3]. The yield is 0.770.